This data is from Full USPTO retrosynthesis dataset with 1.9M reactions from patents (1976-2016). The task is: Predict the reactants needed to synthesize the given product. Given the product [CH3:1][Si:2]([CH3:18])([CH3:17])[CH2:3][CH2:4][O:5][CH2:6][N:7]1[C:11]2[N:12]=[CH:13][N:14]3[CH:20]=[CH:21][N:16]=[C:15]3[C:10]=2[CH:9]=[CH:8]1, predict the reactants needed to synthesize it. The reactants are: [CH3:1][Si:2]([CH3:18])([CH3:17])[CH2:3][CH2:4][O:5][CH2:6][N:7]1[C:11]2[N:12]=[CH:13][N:14]=[C:15]([NH2:16])[C:10]=2[CH:9]=[CH:8]1.Cl[CH2:20][CH:21]=O.